The task is: Predict which catalyst facilitates the given reaction.. This data is from Catalyst prediction with 721,799 reactions and 888 catalyst types from USPTO. (1) Reactant: [CH:1]1([NH:7][C:8]([NH:10]C(=O)C2C=CC=CC=2)=[S:9])[CH2:6][CH2:5][CH2:4][CH2:3][CH2:2]1.C(=O)([O-])[O-].[K+].[K+]. Product: [CH:1]1([NH:7][C:8]([NH2:10])=[S:9])[CH2:6][CH2:5][CH2:4][CH2:3][CH2:2]1. The catalyst class is: 8. (2) Reactant: [Cl:1][C:2]1[CH:3]=[C:4]([C@@H:12]([CH2:31][CH:32]2[CH2:36][CH2:35][CH2:34][CH2:33]2)[C:13]([NH:15][C:16]2[CH:20]=[CH:19][N:18]([CH2:21][C:22]3[CH:23]=[C:24]([CH:28]=[CH:29][CH:30]=3)[C:25](Cl)=[O:26])[N:17]=2)=[O:14])[CH:5]=[CH:6][C:7]=1[S:8]([CH3:11])(=[O:10])=[O:9].ClC1C=C([C@@H](CC2CCCC2)C(NC2C=CN(CC3C=[C:60]([CH:64]=[CH:65]C=3)[C:61]([NH2:63])=O)N=2)=O)C=CC=1S(C)(=O)=O.NCC1CC1. Product: [Cl:1][C:2]1[CH:3]=[C:4]([C@@H:12]([CH2:31][CH:32]2[CH2:36][CH2:35][CH2:34][CH2:33]2)[C:13]([NH:15][C:16]2[CH:20]=[CH:19][N:18]([CH2:21][C:22]3[CH:23]=[C:24]([CH:28]=[CH:29][CH:30]=3)[C:25]([NH:63][CH2:61][CH:60]3[CH2:64][CH2:65]3)=[O:26])[N:17]=2)=[O:14])[CH:5]=[CH:6][C:7]=1[S:8]([CH3:11])(=[O:10])=[O:9]. The catalyst class is: 2. (3) Product: [CH:3]1([CH:8]([C:14]2[CH:18]=[CH:17][S:16][CH:15]=2)[C:9]([OH:11])=[O:10])[CH2:7][CH2:6][CH2:5][CH2:4]1. The catalyst class is: 5. Reactant: [OH-].[Na+].[CH:3]1([CH:8]([C:14]2[CH:18]=[CH:17][S:16][CH:15]=2)[C:9]([O:11]CC)=[O:10])[CH2:7][CH2:6][CH2:5][CH2:4]1. (4) The catalyst class is: 38. Product: [F:8][C:6]1[CH:5]=[CH:4][C:3]([S:9]([N:12]([C:17]2[C:26]([C:27]([O:29][CH3:30])=[O:28])=[C:25]3[C:20]([C:21]4[CH:33]=[CH:32][O:31][C:22]=4[CH2:23][O:24]3)=[CH:19][CH:18]=2)[C:13]([O:15][CH3:16])=[O:14])(=[O:11])=[O:10])=[C:2](/[CH:39]=[CH:40]\[CH2:41][OH:42])[CH:7]=1. Reactant: Br[C:2]1[CH:7]=[C:6]([F:8])[CH:5]=[CH:4][C:3]=1[S:9]([N:12]([C:17]1[C:26]([C:27]([O:29][CH3:30])=[O:28])=[C:25]2[C:20]([C:21]3[CH:33]=[CH:32][O:31][C:22]=3[CH2:23][O:24]2)=[CH:19][CH:18]=1)[C:13]([O:15][CH3:16])=[O:14])(=[O:11])=[O:10].C([Sn](CCCC)(CCCC)/[CH:39]=[CH:40]\[CH2:41][OH:42])CCC.